Dataset: Catalyst prediction with 721,799 reactions and 888 catalyst types from USPTO. Task: Predict which catalyst facilitates the given reaction. (1) Reactant: [CH2:1]([C:4]1[N:5]([CH2:17][CH2:18][C:19]([NH2:21])=[O:20])[C:6]2[C:15]3[CH:14]=[CH:13][CH:12]=[CH:11][C:10]=3[N:9]=[CH:8][C:7]=2[N:16]=1)[CH2:2][CH3:3].C1C=C([Cl:28])C=C(C(OO)=O)C=1.[OH-].[NH4+:34].C1(C)C=CC(S(Cl)(=O)=O)=CC=1.Cl. The catalyst class is: 459. Product: [ClH:28].[NH2:34][C:8]1[C:7]2[N:16]=[C:4]([CH2:1][CH2:2][CH3:3])[N:5]([CH2:17][CH2:18][C:19]([NH2:21])=[O:20])[C:6]=2[C:15]2[CH:14]=[CH:13][CH:12]=[CH:11][C:10]=2[N:9]=1. (2) Reactant: C(OC(=O)[NH:7][C@@H:8]1[CH2:12][CH2:11][N:10]([CH2:13][C@H:14]([OH:16])[CH3:15])[CH2:9]1)(C)(C)C.C(Cl)[Cl:19]. Product: [ClH:19].[ClH:19].[NH2:7][C@@H:8]1[CH2:12][CH2:11][N:10]([CH2:13][C@H:14]([OH:16])[CH3:15])[CH2:9]1. The catalyst class is: 89. (3) Reactant: [S:1]1[C:5]2[CH:6]=[CH:7][CH:8]=[CH:9][C:4]=2[N:3]=[C:2]1[C:10]1[C:11]([NH2:25])=[N:12][CH:13]=[C:14](B2OC(C)(C)C(C)(C)O2)[CH:15]=1.C[O:27][C:28]([C@H:30]1[CH2:34][C@H:33]([N:35]2[CH:39]=[C:38](I)[CH:37]=[N:36]2)[CH2:32][N:31]1C(OCC1C=CC=CC=1)=O)=[O:29].[F-].O1CCOCC1. Product: [NH2:25][C:11]1[N:12]=[CH:13][C:14]([C:38]2[CH:37]=[N:36][N:35]([C@@H:33]3[CH2:32][NH:31][C@@H:30]([C:28]([OH:29])=[O:27])[CH2:34]3)[CH:39]=2)=[CH:15][C:10]=1[C:2]1[S:1][C:5]2[CH:6]=[CH:7][CH:8]=[CH:9][C:4]=2[N:3]=1. The catalyst class is: 103. (4) Reactant: N.[C:2]1([CH3:12])[CH:7]=[CH:6][C:5](S(O)(=O)=O)=CC=1.[NH2:13][CH:14]([C:17]#[N:18])[C:15]#[N:16].C(OC)(OC)(OC)CCCC.[CH2:30]([NH2:34])[CH:31]([CH3:33])[CH3:32]. Product: [NH2:16][C:15]1[N:34]([CH2:30][CH:31]([CH3:33])[CH3:32])[C:5]([CH2:6][CH2:7][CH2:2][CH3:12])=[N:13][C:14]=1[C:17]#[N:18]. The catalyst class is: 10.